This data is from Forward reaction prediction with 1.9M reactions from USPTO patents (1976-2016). The task is: Predict the product of the given reaction. Given the reactants F[C:2](F)(F)[C:3]1[CH:4]=[C:5]([N:9]2[CH2:14][CH2:13][N:12]([CH2:15][CH2:16][N:17]3[C:26](=[O:27])[C:25]4[C:20](=[CH:21][CH:22]=[CH:23][CH:24]=4)[N:19]=[CH:18]3)[CH2:11][CH2:10]2)[CH:6]=[CH:7][CH:8]=1.[CH3:30]C1C(C)=CC=CC=1N1CCNCC1, predict the reaction product. The product is: [CH3:30][C:4]1[C:3]([CH3:2])=[CH:8][CH:7]=[CH:6][C:5]=1[N:9]1[CH2:10][CH2:11][N:12]([CH2:15][CH2:16][N:17]2[C:26](=[O:27])[C:25]3[C:20](=[CH:21][CH:22]=[CH:23][CH:24]=3)[N:19]=[CH:18]2)[CH2:13][CH2:14]1.